The task is: Regression/Classification. Given a drug SMILES string, predict its absorption, distribution, metabolism, or excretion properties. Task type varies by dataset: regression for continuous measurements (e.g., permeability, clearance, half-life) or binary classification for categorical outcomes (e.g., BBB penetration, CYP inhibition). For this dataset (b3db_regression), we predict Y.. This data is from Blood-brain barrier permeability regression values from the B3DB database. (1) The compound is C(=C/Cl)\Cl. The Y is 0.0400 log(BB ratio). (2) The Y is 0.230 log(BB ratio). The drug is CN1[C@H]2CC(C[C@H]1[C@H]3[C@@H]2O3)OC(=O)C(CO)C4=CC=CC=C4. (3) The drug is COCCCC/C(=N\OCCN)/C1=CC=C(C=C1)C(F)(F)F. The Y is 0.790 log(BB ratio). (4) The drug is CC1=C(C(=O)N2CCCCC2=N1)CCN3CCC(CC3)C4=NOC5=C4C=CC(=C5)F. The Y is 0 log(BB ratio). (5) The compound is Fc1cccc(F)c1[NH+]=C2NCCN2. The Y is -0.200 log(BB ratio). (6) The compound is CN1CCC[C@H]1CC2=CNC3=C2C=C(C=C3)CCS(=O)(=O)C4=CC=CC=C4. The Y is -0.520 log(BB ratio). (7) The drug is COC1=C(C=C(C=C1)C2CC(=O)NC2)OC3CCCC3. The Y is 0.610 log(BB ratio). (8) The drug is C1=CC=C(C=C1)C2=CC=C(C=C2)C(=O)O. The Y is -1.26 log(BB ratio).